This data is from Forward reaction prediction with 1.9M reactions from USPTO patents (1976-2016). The task is: Predict the product of the given reaction. Given the reactants [Cl:1][C:2]1[CH:3]=[C:4]([C:9]2([C:22]([F:25])([F:24])[F:23])[O:13][N:12]=[C:11]([C:14]3[CH:15]=[CH:16][C:17]([CH3:21])=[C:18]([CH:20]=3)[NH2:19])[CH2:10]2)[CH:5]=[C:6]([Cl:8])[CH:7]=1.[CH:26](O)=[O:27].Cl.C(N(CC)CCCN=C=NCC)C.C(=O)([O-])O.[Na+], predict the reaction product. The product is: [Cl:1][C:2]1[CH:3]=[C:4]([C:9]2([C:22]([F:23])([F:25])[F:24])[O:13][N:12]=[C:11]([C:14]3[CH:15]=[CH:16][C:17]([CH3:21])=[C:18]([NH:19][CH:26]=[O:27])[CH:20]=3)[CH2:10]2)[CH:5]=[C:6]([Cl:8])[CH:7]=1.